From a dataset of Reaction yield outcomes from USPTO patents with 853,638 reactions. Predict the reaction yield, written as a fraction of the theoretical maximum amount of product (1.0 means a 100% yield; for example, 0.34 means a 34% yield). (1) The reactants are Cl[CH2:2][CH2:3][CH2:4][C:5]1[CH:6]=[C:7]2[C:12](=[CH:13][CH:14]=1)[N:11]=[CH:10][CH:9]=[CH:8]2.[C:15]([O-:18])(=[S:17])[CH3:16].[K+]. The catalyst is CC(C)=O. The product is [N:11]1[C:12]2[C:7](=[CH:6][C:5]([CH2:4][CH2:3][CH2:2][S:17][C:15](=[O:18])[CH3:16])=[CH:14][CH:13]=2)[CH:8]=[CH:9][CH:10]=1. The yield is 0.710. (2) The reactants are C1(C)C=CC=CC=1.C(=O)([O-])[O-].[Na+].[Na+].[CH3:14][O:15][C:16](=[O:34])[C:17]1[CH:22]=[C:21]([Cl:23])[CH:20]=[CH:19][C:18]=1[NH:24][C:25]([C:27]1[CH:32]=[CH:31][CH:30]=[C:29](I)[CH:28]=1)=[O:26].[N:35]1[C:44]2[C:39](=[CH:40][CH:41]=[CH:42][CH:43]=2)[CH:38]=[C:37](B(O)O)[CH:36]=1. The catalyst is C1C=CC([P]([Pd]([P](C2C=CC=CC=2)(C2C=CC=CC=2)C2C=CC=CC=2)([P](C2C=CC=CC=2)(C2C=CC=CC=2)C2C=CC=CC=2)[P](C2C=CC=CC=2)(C2C=CC=CC=2)C2C=CC=CC=2)(C2C=CC=CC=2)C2C=CC=CC=2)=CC=1.O.CO. The product is [Cl:23][C:21]1[CH:20]=[CH:19][C:18]([NH:24][C:25]([C:27]2[CH:32]=[CH:31][CH:30]=[C:29]([C:37]3[CH:36]=[N:35][C:44]4[C:39]([CH:38]=3)=[CH:40][CH:41]=[CH:42][CH:43]=4)[CH:28]=2)=[O:26])=[C:17]([CH:22]=1)[C:16]([O:15][CH3:14])=[O:34]. The yield is 0.670. (3) The reactants are [CH3:1][C:2]1([CH3:25])[CH2:6][C@H:5]([CH2:7][C:8]2[CH:13]=[CH:12][C:11]([N+:14]([O-])=O)=[CH:10][CH:9]=2)[N:4]([C:17]([O:19][C:20]([CH3:23])([CH3:22])[CH3:21])=[O:18])[C:3]1=[O:24]. The catalyst is CO.[Pd]. The product is [NH2:14][C:11]1[CH:10]=[CH:9][C:8]([CH2:7][C@@H:5]2[N:4]([C:17]([O:19][C:20]([CH3:23])([CH3:21])[CH3:22])=[O:18])[C:3](=[O:24])[C:2]([CH3:25])([CH3:1])[CH2:6]2)=[CH:13][CH:12]=1. The yield is 1.00. (4) The reactants are CCN=C=NCCCN(C)C.[F:12][C:13]1[CH:21]=[CH:20][C:16]([C:17]([OH:19])=O)=[CH:15][CH:14]=1.C1C=CC2N(O)N=NC=2C=1.[NH2:32][C:33]1[C:34](=[O:39])[NH:35][CH:36]=[CH:37][CH:38]=1.CCN(CC)CC. The catalyst is CN(C=O)C.CCOC(C)=O. The product is [F:12][C:13]1[CH:14]=[CH:15][C:16]([C:17]([NH:32][C:33]2[C:34](=[O:39])[NH:35][CH:36]=[CH:37][CH:38]=2)=[O:19])=[CH:20][CH:21]=1. The yield is 0.520.